Dataset: Reaction yield outcomes from USPTO patents with 853,638 reactions. Task: Predict the reaction yield, written as a fraction of the theoretical maximum amount of product (1.0 means a 100% yield; for example, 0.34 means a 34% yield). (1) The reactants are NN.[C:3]([O:7][C:8]([NH:10][C:11]1[C:15]([C:16]2[CH:21]=[CH:20][C:19]([CH2:22][CH3:23])=[CH:18][CH:17]=2)=[CH:14][N:13]([CH2:24][CH2:25][CH2:26][N:27]2C(=O)C3C=CC=CC=3C2=O)[CH:12]=1)=[O:9])([CH3:6])([CH3:5])[CH3:4]. The catalyst is CCO. The product is [NH2:27][CH2:26][CH2:25][CH2:24][N:13]1[CH:14]=[C:15]([C:16]2[CH:21]=[CH:20][C:19]([CH2:22][CH3:23])=[CH:18][CH:17]=2)[C:11]([NH:10][C:8]([O:7][C:3]([CH3:4])([CH3:6])[CH3:5])=[O:9])=[CH:12]1. The yield is 1.00. (2) The reactants are [Br:1][C:2]1[N:7]=[CH:6][C:5]([C:8]([OH:11])([CH3:10])[CH3:9])=[CH:4][CH:3]=1.I[CH3:13].[H-].[Na+].O. The catalyst is CN(C)C=O. The product is [Br:1][C:2]1[CH:3]=[CH:4][C:5]([C:8]([O:11][CH3:13])([CH3:9])[CH3:10])=[CH:6][N:7]=1. The yield is 0.950.